From a dataset of Catalyst prediction with 721,799 reactions and 888 catalyst types from USPTO. Predict which catalyst facilitates the given reaction. Reactant: [OH:1][C:2]1[C:6]([C:7]([O:9][CH2:10][CH3:11])=[O:8])=[CH:5][N:4](C(OC(C)(C)C)=O)[N:3]=1.[CH:19](O)([CH3:21])[CH3:20].C(P(CCCC)CCCC)CCC.N(C(OCC)=O)=NC(OCC)=O. Product: [CH:19]([O:1][C:2]1[C:6]([C:7]([O:9][CH2:10][CH3:11])=[O:8])=[CH:5][NH:4][N:3]=1)([CH3:21])[CH3:20]. The catalyst class is: 359.